Dataset: Forward reaction prediction with 1.9M reactions from USPTO patents (1976-2016). Task: Predict the product of the given reaction. Given the reactants FC(F)(F)OC1C=CC(OC2C=CC(N)=CC=2C)=CC=1.CC(C(C)=O)C(OCC)=O.C1(C)C=CC(S(O)(=O)=O)=CC=1.[F:42][C:43]([F:67])([F:66])[O:44][C:45]1[CH:65]=[CH:64][C:48]([O:49][C:50]2[C:51]([CH3:63])=[C:52]3[C:57](=[CH:58][CH:59]=2)[N:56]=[C:55]([CH3:60])[C:54]([CH3:61])=[C:53]3[OH:62])=[CH:47][CH:46]=1, predict the reaction product. The product is: [F:66][C:43]([F:42])([F:67])[O:44][C:45]1[CH:65]=[CH:64][C:48]([O:49][C:50]2[CH:59]=[C:58]3[C:57](=[CH:52][C:51]=2[CH3:63])[N:56]=[C:55]([CH3:60])[C:54]([CH3:61])=[C:53]3[OH:62])=[CH:47][CH:46]=1.